Dataset: Full USPTO retrosynthesis dataset with 1.9M reactions from patents (1976-2016). Task: Predict the reactants needed to synthesize the given product. (1) Given the product [Br:1][C:2]1[CH:3]=[CH:4][C:5]([F:29])=[C:6]([C@@:8]2([CH3:28])[NH:13][C:12](=[O:25])[CH2:11][S:10](=[O:27])(=[O:26])[CH2:9]2)[CH:7]=1, predict the reactants needed to synthesize it. The reactants are: [Br:1][C:2]1[CH:3]=[CH:4][C:5]([F:29])=[C:6]([C@@:8]2([CH3:28])[N:13](CC3C=CC(OC)=CC=3OC)[C:12](=[O:25])[CH2:11][S:10](=[O:27])(=[O:26])[CH2:9]2)[CH:7]=1.FC(F)(F)C(O)=O.C([O-])([O-])=O.[Na+].[Na+]. (2) Given the product [CH3:8][O:9][C:10]([C:12]1[CH:17]=[C:16]([NH:18][C@@H:19]2[CH2:23][CH2:22][NH:21][CH2:20]2)[N:15]=[C:14]([C:31]2[CH:36]=[CH:35][N:34]=[C:33]([NH:37][CH:38]3[CH2:43][CH2:42][CH2:41][CH2:40][CH2:39]3)[CH:32]=2)[CH:13]=1)=[O:11], predict the reactants needed to synthesize it. The reactants are: C(O)(C(F)(F)F)=O.[CH3:8][O:9][C:10]([C:12]1[CH:17]=[C:16]([NH:18][C@@H:19]2[CH2:23][CH2:22][N:21](C(OC(C)(C)C)=O)[CH2:20]2)[N:15]=[C:14]([C:31]2[CH:36]=[CH:35][N:34]=[C:33]([NH:37][CH:38]3[CH2:43][CH2:42][CH2:41][CH2:40][CH2:39]3)[CH:32]=2)[CH:13]=1)=[O:11]. (3) Given the product [NH:10]1[C:18]2[C:13](=[CH:14][CH:15]=[CH:16][CH:17]=2)[C:12]([C:19]2[N:24]=[CH:23][C:22]([NH:25][C@@H:26]3[CH:33]4[CH2:34][N:29]5[CH2:30][CH:31]([CH2:35][CH:27]3[CH2:28]5)[CH2:32]4)=[CH:21][CH:20]=2)=[CH:11]1, predict the reactants needed to synthesize it. The reactants are: C1(S([N:10]2[C:18]3[C:13](=[CH:14][CH:15]=[CH:16][CH:17]=3)[C:12]([C:19]3[N:24]=[CH:23][C:22]([NH:25][C@@H:26]4[CH:33]5[CH2:34][N:29]6[CH2:30][CH:31]([CH2:35][CH:27]4[CH2:28]6)[CH2:32]5)=[CH:21][CH:20]=3)=[CH:11]2)(=O)=O)C=CC=CC=1.C(=O)([O-])[O-].[K+].[K+]. (4) Given the product [CH3:1][C:2]1[C:3]2[N:10]=[C:27]([C:26]3[C:21]([CH3:20])=[N:22][C:23]([NH:29][CH2:30][CH2:31][CH2:32][CH:33]4[CH2:34][CH2:35][N:36]([CH3:39])[CH2:37][CH2:38]4)=[N:24][CH:25]=3)[NH:9][C:4]=2[CH:5]=[C:6]([CH3:8])[CH:7]=1, predict the reactants needed to synthesize it. The reactants are: [CH3:1][C:2]1[CH:7]=[C:6]([CH3:8])[CH:5]=[C:4]([NH2:9])[C:3]=1[NH2:10].S(S([O-])=O)([O-])(=O)=O.[Na+].[Na+].[CH3:20][C:21]1[C:26]([CH:27]=O)=[CH:25][N:24]=[C:23]([NH:29][CH2:30][CH2:31][CH2:32][CH:33]2[CH2:38][CH2:37][N:36]([CH3:39])[CH2:35][CH2:34]2)[N:22]=1.C(N(CC)CC)C. (5) Given the product [CH3:28][N:29]([CH3:48])[S:30]([C:33]1[CH:34]=[CH:35][C:36]([C:2]2[CH:3]=[C:4]([C:15]([NH:17][CH2:18][C:19]3[C:20](=[O:27])[NH:21][C:22]([CH3:26])=[CH:23][C:24]=3[CH3:25])=[O:16])[C:5]3[C:10]([CH3:11])=[N:9][N:8]([CH:12]([CH3:14])[CH3:13])[C:6]=3[N:7]=2)=[CH:37][CH:38]=1)(=[O:31])=[O:32], predict the reactants needed to synthesize it. The reactants are: Cl[C:2]1[CH:3]=[C:4]([C:15]([NH:17][CH2:18][C:19]2[C:20](=[O:27])[NH:21][C:22]([CH3:26])=[CH:23][C:24]=2[CH3:25])=[O:16])[C:5]2[C:10]([CH3:11])=[N:9][N:8]([CH:12]([CH3:14])[CH3:13])[C:6]=2[N:7]=1.[CH3:28][N:29]([CH3:48])[S:30]([C:33]1[CH:38]=[CH:37][C:36](B2OC(C)(C)C(C)(C)O2)=[CH:35][CH:34]=1)(=[O:32])=[O:31].C(=O)(O)[O-].[Na+].O. (6) The reactants are: [C:1]([O:5][C:6]([N:8]1[CH2:14][CH2:13][CH2:12][NH:11][CH2:10][CH2:9]1)=[O:7])([CH3:4])([CH3:3])[CH3:2].F[C:16]1[CH:21]=[CH:20][C:19]([N+:22]([O-:24])=[O:23])=[CH:18][CH:17]=1. Given the product [C:1]([O:5][C:6]([N:8]1[CH2:14][CH2:13][CH2:12][N:11]([C:16]2[CH:21]=[CH:20][C:19]([N+:22]([O-:24])=[O:23])=[CH:18][CH:17]=2)[CH2:10][CH2:9]1)=[O:7])([CH3:4])([CH3:2])[CH3:3], predict the reactants needed to synthesize it.